From a dataset of Full USPTO retrosynthesis dataset with 1.9M reactions from patents (1976-2016). Predict the reactants needed to synthesize the given product. (1) Given the product [O:18]1[CH2:19][CH2:20][O:21][CH:17]1[CH2:16][CH2:15][CH2:14][CH2:13][CH2:12][CH2:11][CH2:10][CH2:9][O:8][C:7]1[CH:6]=[C:5]([CH:4]([C:26]2[CH:27]=[CH:28][CH:29]=[CH:30][CH:31]=2)[NH2:1])[CH:24]=[C:23]([Br:25])[CH:22]=1, predict the reactants needed to synthesize it. The reactants are: [N:1]([CH:4]([C:26]1[CH:31]=[CH:30][CH:29]=[CH:28][CH:27]=1)[C:5]1[CH:6]=[C:7]([CH:22]=[C:23]([Br:25])[CH:24]=1)[O:8][CH2:9][CH2:10][CH2:11][CH2:12][CH2:13][CH2:14][CH2:15][CH2:16][CH:17]1[O:21][CH2:20][CH2:19][O:18]1)=[N+]=[N-].C1(P(C2C=CC=CC=2)C2C=CC=CC=2)C=CC=CC=1. (2) Given the product [CH3:22][C:7]1([CH3:21])[C:8]2[NH:9][C:10]3[C:15](=[CH:14][CH:13]=[C:12]([C:19]#[N:20])[CH:11]=3)[C:16]=2[C:17](=[O:18])[C:5]2[CH:4]=[CH:3][C:2]([O:1][CH2:30][C:27]3[CH:28]=[CH:29][N:24]=[CH:25][CH:26]=3)=[CH:23][C:6]1=2, predict the reactants needed to synthesize it. The reactants are: [OH:1][C:2]1[CH:3]=[CH:4][C:5]2[C:17](=[O:18])[C:16]3[C:15]4[C:10](=[CH:11][C:12]([C:19]#[N:20])=[CH:13][CH:14]=4)[NH:9][C:8]=3[C:7]([CH3:22])([CH3:21])[C:6]=2[CH:23]=1.[N:24]1[CH:29]=[CH:28][C:27]([CH2:30]O)=[CH:26][CH:25]=1. (3) Given the product [NH2:11][C:9]1[C:8]([F:14])=[CH:7][C:3]([C:4]([OH:6])=[O:5])=[C:2]([F:1])[CH:10]=1, predict the reactants needed to synthesize it. The reactants are: [F:1][C:2]1[CH:10]=[C:9]([N+:11]([O-])=O)[C:8]([F:14])=[CH:7][C:3]=1[C:4]([OH:6])=[O:5].